Dataset: Full USPTO retrosynthesis dataset with 1.9M reactions from patents (1976-2016). Task: Predict the reactants needed to synthesize the given product. (1) Given the product [C:22]([O:21][C:19]([N:18]1[C:12]2[CH:11]=[C:10]([O:42][CH3:43])[C:9]([OH:8])=[CH:41][C:13]=2[C:14](=[O:40])[N:15]2[CH2:39][CH2:38][CH2:37][C@H:16]2[C@@H:17]1[O:26][CH:27]1[C:32]([OH:33])=[C:31]([OH:34])[C:30]([OH:35])=[C:29]([OH:36])[O:28]1)=[O:20])([CH3:25])([CH3:23])[CH3:24], predict the reactants needed to synthesize it. The reactants are: C([O:8][C:9]1[C:10]([O:42][CH3:43])=[CH:11][C:12]2[N:18]([C:19]([O:21][C:22]([CH3:25])([CH3:24])[CH3:23])=[O:20])[C@@H:17]([O:26][CH:27]3[C:32]([OH:33])=[C:31]([OH:34])[C:30]([OH:35])=[C:29]([OH:36])[O:28]3)[C@@H:16]3[CH2:37][CH2:38][CH2:39][N:15]3[C:14](=[O:40])[C:13]=2[CH:41]=1)C1C=CC=CC=1.OCC1(OC[C@@H](O)[C@@H](O)[C@H]1O)O. (2) The reactants are: [Br-].[C:2]1(P(C2C=CC=CC=2)C2C=CC=CC=2)C=CC=CC=1.C[C:22](C)([O-:24])C.[K+].O=[C:28]1[CH2:31][CH:30]([C:32]([O:34][CH3:35])=[O:33])[CH2:29]1. Given the product [CH3:2][O:24][CH:22]=[C:28]1[CH2:31][CH:30]([C:32]([O:34][CH3:35])=[O:33])[CH2:29]1, predict the reactants needed to synthesize it. (3) Given the product [NH2:1][C:2]1[CH:3]=[C:4]2[C:8](=[CH:9][CH:10]=1)[C:7](=[C:14]1[C:15]3[C:20](=[CH:19][CH:18]=[CH:17][CH:16]=3)[NH:12][C:13]1=[O:21])[CH2:6][CH2:5]2, predict the reactants needed to synthesize it. The reactants are: [NH2:1][C:2]1[CH:3]=[C:4]2[C:8](=[CH:9][CH:10]=1)[C:7](=O)[CH2:6][CH2:5]2.[NH:12]1[C:20]2[C:15](=[CH:16][CH:17]=[CH:18][CH:19]=2)[CH2:14][C:13]1=[O:21].N1CCCCC1.Cl. (4) Given the product [CH:10](=[N:17][N:18]([CH:4]=[C:5]([C:8]#[N:9])[C:6]#[N:7])[CH2:19][CH3:20])[C:11]1[CH:16]=[CH:15][CH:14]=[CH:13][CH:12]=1, predict the reactants needed to synthesize it. The reactants are: C(O[CH:4]=[C:5]([C:8]#[N:9])[C:6]#[N:7])C.[CH:10](=[N:17][NH:18][CH2:19][CH3:20])[C:11]1[CH:16]=[CH:15][CH:14]=[CH:13][CH:12]=1. (5) Given the product [CH3:3][O:4][C:5](=[O:10])[CH2:6][C:7](=[O:8])[CH2:9][CH2:17][O:18][CH2:19][C:20]1[CH:25]=[CH:24][CH:23]=[CH:22][CH:21]=1, predict the reactants needed to synthesize it. The reactants are: [H-].[Na+].[CH3:3][O:4][C:5](=[O:10])[CH2:6][C:7]([CH3:9])=[O:8].C([Li])CCC.Cl[CH2:17][O:18][CH2:19][C:20]1[CH:25]=[CH:24][CH:23]=[CH:22][CH:21]=1. (6) Given the product [CH3:22][C:23]1[CH:24]=[C:25]([CH2:29][C:30]([NH:1][N:2]2[N:11]=[C:10]([S:12]([C:15]3[CH:16]=[CH:17][CH:18]=[CH:19][CH:20]=3)(=[O:14])=[O:13])[C:9]3[C:4](=[CH:5][CH:6]=[CH:7][CH:8]=3)[C:3]2=[O:21])=[O:31])[CH:26]=[CH:27][CH:28]=1, predict the reactants needed to synthesize it. The reactants are: [NH2:1][N:2]1[N:11]=[C:10]([S:12]([C:15]2[CH:20]=[CH:19][CH:18]=[CH:17][CH:16]=2)(=[O:14])=[O:13])[C:9]2[C:4](=[CH:5][CH:6]=[CH:7][CH:8]=2)[C:3]1=[O:21].[CH3:22][C:23]1[CH:24]=[C:25]([CH2:29][C:30](O)=[O:31])[CH:26]=[CH:27][CH:28]=1. (7) The reactants are: [Br:1][C:2]1[CH:3]=[N:4][C:5](Cl)=[N:6][CH:7]=1.[N:9]12[CH2:17][CH2:16][CH:13]([CH2:14][CH2:15]1)[NH:12][CH2:11][CH2:10]2.C(N(CC)CC)C.O1CCOCC1. Given the product [Br:1][C:2]1[CH:3]=[N:4][C:5]([N:12]2[CH:13]3[CH2:16][CH2:17][N:9]([CH2:15][CH2:14]3)[CH2:10][CH2:11]2)=[N:6][CH:7]=1, predict the reactants needed to synthesize it. (8) Given the product [F:32][C:2]([F:1])([F:31])[C:3]1[CH:8]=[C:7]([C:9]2[CH:14]=[CH:13][C:12]([C:15]([F:17])([F:18])[F:16])=[CH:11][CH:10]=2)[N:6]=[C:5]([N:19]2[CH:23]=[C:22]([C:24]3[CH:25]=[CH:26][C:27]([NH:30][C:33](=[O:35])[CH3:34])=[N:28][CH:29]=3)[N:21]=[CH:20]2)[N:4]=1, predict the reactants needed to synthesize it. The reactants are: [F:1][C:2]([F:32])([F:31])[C:3]1[CH:8]=[C:7]([C:9]2[CH:14]=[CH:13][C:12]([C:15]([F:18])([F:17])[F:16])=[CH:11][CH:10]=2)[N:6]=[C:5]([N:19]2[CH:23]=[C:22]([C:24]3[CH:25]=[CH:26][C:27]([NH2:30])=[N:28][CH:29]=3)[N:21]=[CH:20]2)[N:4]=1.[CH2:33]([O:35]CC)[CH3:34].